This data is from Full USPTO retrosynthesis dataset with 1.9M reactions from patents (1976-2016). The task is: Predict the reactants needed to synthesize the given product. (1) Given the product [CH2:1]([N:8]1[C:16]2[C:11](=[CH:12][C:13]([C:17]3[CH:22]=[CH:21][C:20]([O:23][C:24]([F:27])([F:25])[F:26])=[CH:19][CH:18]=3)=[CH:14][CH:15]=2)[CH:10]=[C:9]1[CH2:28][OH:29])[C:2]1[CH:3]=[CH:4][CH:5]=[CH:6][CH:7]=1, predict the reactants needed to synthesize it. The reactants are: [CH2:1]([N:8]1[C:16]2[C:11](=[CH:12][C:13]([C:17]3[CH:22]=[CH:21][C:20]([O:23][C:24]([F:27])([F:26])[F:25])=[CH:19][CH:18]=3)=[CH:14][CH:15]=2)[CH:10]=[C:9]1[C:28](OCC)=[O:29])[C:2]1[CH:7]=[CH:6][CH:5]=[CH:4][CH:3]=1.[H-].[Al+3].[Li+].[H-].[H-].[H-]. (2) Given the product [CH2:1]([C:3]1[CH:4]=[C:5]([CH:6]=[CH:7][C:8]=1[CH2:9][CH3:10])[CH2:11][C@@H:12]([NH:16][C:17]([N:19]1[CH2:20][CH2:21][CH:22]([N:25]2[CH2:31][CH2:30][C:29]3[CH:32]=[CH:33][CH:34]=[CH:35][C:28]=3[NH:27][C:26]2=[O:36])[CH2:23][CH2:24]1)=[O:18])[C:13]([N:46]1[CH2:45][CH2:44][C:43]2[CH:49]=[CH:50][C:40]([CH2:39][N:38]([CH3:51])[CH3:37])=[CH:41][C:42]=2[CH2:48][CH2:47]1)=[O:14])[CH3:2], predict the reactants needed to synthesize it. The reactants are: [CH2:1]([C:3]1[CH:4]=[C:5]([CH2:11][C@@H:12]([NH:16][C:17]([N:19]2[CH2:24][CH2:23][CH:22]([N:25]3[CH2:31][CH2:30][C:29]4[CH:32]=[CH:33][CH:34]=[CH:35][C:28]=4[NH:27][C:26]3=[O:36])[CH2:21][CH2:20]2)=[O:18])[C:13](O)=[O:14])[CH:6]=[CH:7][C:8]=1[CH2:9][CH3:10])[CH3:2].[CH3:37][N:38]([CH3:51])[CH2:39][C:40]1[CH:50]=[CH:49][C:43]2[CH2:44][CH2:45][NH:46][CH2:47][CH2:48][C:42]=2[CH:41]=1. (3) Given the product [Cl:1][C:2]1[C:3]([N:17]2[CH2:18][CH2:19][CH:20]([C:23]([OH:25])=[O:24])[CH2:21][CH2:22]2)=[N:4][CH:5]=[C:6]([C:10]2[O:11][C:12]([CH2:15][CH3:16])=[CH:13][N:14]=2)[C:7]=1[O:8][CH3:9], predict the reactants needed to synthesize it. The reactants are: [Cl:1][C:2]1[C:3]([N:17]2[CH2:22][CH2:21][CH:20]([C:23]([O:25]C)=[O:24])[CH2:19][CH2:18]2)=[N:4][CH:5]=[C:6]([C:10]2[O:11][C:12]([CH2:15][CH3:16])=[CH:13][N:14]=2)[C:7]=1[O:8][CH3:9].[OH-].[Li+]. (4) Given the product [CH:44]1([C:2]2[CH:3]=[C:4]([C@@H:8]([NH:10][C:11]([C:13]3[CH:14]=[C:15]4[C:19](=[CH:20][CH:21]=3)[N:18]([CH2:22][C:23]3[CH:24]=[CH:25][C:26]([C:29]5[C:30]([C:35]([O:37][C:38]([CH3:40])([CH3:39])[CH3:41])=[O:36])=[CH:31][CH:32]=[CH:33][CH:34]=5)=[CH:27][CH:28]=3)[C:17]([CH3:42])=[C:16]4[CH3:43])=[O:12])[CH3:9])[CH:5]=[CH:6][CH:7]=2)[CH2:46][CH2:45]1, predict the reactants needed to synthesize it. The reactants are: Br[C:2]1[CH:3]=[C:4]([C@@H:8]([NH:10][C:11]([C:13]2[CH:14]=[C:15]3[C:19](=[CH:20][CH:21]=2)[N:18]([CH2:22][C:23]2[CH:28]=[CH:27][C:26]([C:29]4[C:30]([C:35]([O:37][C:38]([CH3:41])([CH3:40])[CH3:39])=[O:36])=[CH:31][CH:32]=[CH:33][CH:34]=4)=[CH:25][CH:24]=2)[C:17]([CH3:42])=[C:16]3[CH3:43])=[O:12])[CH3:9])[CH:5]=[CH:6][CH:7]=1.[CH:44]1(B(O)O)[CH2:46][CH2:45]1.P([O-])([O-])([O-])=O.[K+].[K+].[K+].O. (5) Given the product [NH2:1][C@H:2]1[C:7]([F:9])([F:8])[CH2:6][CH2:5][CH2:4][C@H:3]1[NH:10][C:11]1[N:12]=[C:13]([NH:20][C:21]2[CH:22]=[C:23]3[C:28](=[CH:29][CH:30]=2)[N:27]=[CH:26][CH:25]=[CH:24]3)[C:14]([C:17]#[N:18])=[N:15][CH:16]=1, predict the reactants needed to synthesize it. The reactants are: [NH2:1][C@H:2]1[C:7]([F:9])([F:8])[CH2:6][CH2:5][CH2:4][C@H:3]1[NH:10][C:11]1[N:12]=[C:13](Cl)[C:14]([C:17]#[N:18])=[N:15][CH:16]=1.[NH2:20][C:21]1[CH:22]=[C:23]2[C:28](=[CH:29][CH:30]=1)[N:27]=[CH:26][CH:25]=[CH:24]2.C([O-])([O-])=O.[K+].[K+].C1C=CC(P(C2C(C3C(P(C4C=CC=CC=4)C4C=CC=CC=4)=CC=C4C=3C=CC=C4)=C3C(C=CC=C3)=CC=2)C2C=CC=CC=2)=CC=1. (6) Given the product [CH3:12][C:10]1[CH:11]=[C:6]([CH2:5][C:4]([CH3:36])([CH3:35])[C:3]([OH:37])=[O:2])[CH:7]=[C:8]([CH3:34])[C:9]=1[C:13]1[NH:17][C:16]2[CH:18]=[C:19]([C:22]3[O:23][C:24]([C:27]4[CH:32]=[CH:31][CH:30]=[CH:29][C:28]=4[CH3:33])=[N:25][N:26]=3)[CH:20]=[CH:21][C:15]=2[N:14]=1, predict the reactants needed to synthesize it. The reactants are: C[O:2][C:3](=[O:37])[C:4]([CH3:36])([CH3:35])[CH2:5][C:6]1[CH:11]=[C:10]([CH3:12])[C:9]([C:13]2[NH:17][C:16]3[CH:18]=[C:19]([C:22]4[O:23][C:24]([C:27]5[CH:32]=[CH:31][CH:30]=[CH:29][C:28]=5[CH3:33])=[N:25][N:26]=4)[CH:20]=[CH:21][C:15]=3[N:14]=2)=[C:8]([CH3:34])[CH:7]=1.C(Cl)CCl.C1C=CC2N(O)N=NC=2C=1.COC(C(C)(C)CC1C=C(C)C(C2NC3C=C(C(O)=O)C=CC=3N=2)=C(C)C=1)=O.CC1C=CC=CC=1C(NN)=O.CC[N+](S(N=C(OC)[O-])(=O)=O)(CC)CC. (7) Given the product [O:4]1[C:8]2=[C:9]([N:13]3[CH2:18][CH2:17][N:16]([CH2:19][CH2:20][C@H:21]4[CH2:26][CH2:25][C@H:24]([NH:27][C:35](=[O:36])[CH2:34][CH:31]5[CH2:32][CH2:33][O:28][CH2:29][CH2:30]5)[CH2:23][CH2:22]4)[CH2:15][CH2:14]3)[N:10]=[CH:11][CH:12]=[C:7]2[CH:6]=[CH:5]1, predict the reactants needed to synthesize it. The reactants are: Cl.Cl.Cl.[O:4]1[C:8]2=[C:9]([N:13]3[CH2:18][CH2:17][N:16]([CH2:19][CH2:20][CH:21]4[CH2:26][CH2:25][CH:24]([NH2:27])[CH2:23][CH2:22]4)[CH2:15][CH2:14]3)[N:10]=[CH:11][CH:12]=[C:7]2[CH:6]=[CH:5]1.[O:28]1[CH2:33][CH2:32][CH:31]([CH2:34][C:35](O)=[O:36])[CH2:30][CH2:29]1. (8) Given the product [C:1]([C:3]([C:14]1[S:18][CH:17]=[C:16]([C:19]#[N:20])[CH:15]=1)([CH:11]([CH3:13])[CH3:12])[CH2:4][CH2:5][CH2:6][OH:7])#[N:2], predict the reactants needed to synthesize it. The reactants are: [C:1]([C:3]([C:14]1[S:18][CH:17]=[C:16]([C:19]#[N:20])[CH:15]=1)([CH:11]([CH3:13])[CH3:12])[CH2:4][CH2:5][C:6](OCC)=[O:7])#[N:2].[BH4-].[Li+].Cl.O. (9) The reactants are: [CH3:1][S:2]([NH:5][C:6]1[CH:11]=[CH:10][C:9](B(O)O)=[CH:8][CH:7]=1)(=[O:4])=[O:3].I[C:16]1[C:24]2[C:19](=[N:20][CH:21]=[N:22][C:23]=2[NH2:25])[N:18]([CH:26]([CH3:28])[CH3:27])[N:17]=1.C([O-])([O-])=O.[Na+].[Na+]. Given the product [NH2:25][C:23]1[N:22]=[CH:21][N:20]=[C:19]2[N:18]([CH:26]([CH3:28])[CH3:27])[N:17]=[C:16]([C:9]3[CH:10]=[CH:11][C:6]([NH:5][S:2]([CH3:1])(=[O:4])=[O:3])=[CH:7][CH:8]=3)[C:24]=12, predict the reactants needed to synthesize it. (10) Given the product [ClH:20].[N:15]1([CH2:14][CH:11]2[CH2:10][CH2:9][NH:8][CH2:13][CH2:12]2)[CH:19]=[CH:18][CH:17]=[N:16]1, predict the reactants needed to synthesize it. The reactants are: C(OC([N:8]1[CH2:13][CH2:12][CH:11]([CH2:14][N:15]2[CH:19]=[CH:18][CH:17]=[N:16]2)[CH2:10][CH2:9]1)=O)(C)(C)C.[ClH:20].